This data is from Forward reaction prediction with 1.9M reactions from USPTO patents (1976-2016). The task is: Predict the product of the given reaction. Given the reactants [O:1]=[C:2]1[CH2:11][CH2:10][C:9]2[C:4](=[CH:5][CH:6]=[C:7]([NH:12][C:13]3[N:14]=[C:15]([N:22]4[CH2:27][CH2:26][CH:25]([CH2:28][C:29]([O:31]CCCC)=[O:30])[CH2:24][CH2:23]4)[C:16]4[CH:21]=[CH:20][NH:19][C:17]=4[N:18]=3)[CH:8]=2)[NH:3]1.[Li+].[OH-].CC(O)=O, predict the reaction product. The product is: [O:1]=[C:2]1[CH2:11][CH2:10][C:9]2[C:4](=[CH:5][CH:6]=[C:7]([NH:12][C:13]3[N:14]=[C:15]([N:22]4[CH2:23][CH2:24][CH:25]([CH2:28][C:29]([OH:31])=[O:30])[CH2:26][CH2:27]4)[C:16]4[CH:21]=[CH:20][NH:19][C:17]=4[N:18]=3)[CH:8]=2)[NH:3]1.